From a dataset of NCI-60 drug combinations with 297,098 pairs across 59 cell lines. Regression. Given two drug SMILES strings and cell line genomic features, predict the synergy score measuring deviation from expected non-interaction effect. (1) Drug 1: CN1C2=C(C=C(C=C2)N(CCCl)CCCl)N=C1CCCC(=O)O.Cl. Drug 2: COCCOC1=C(C=C2C(=C1)C(=NC=N2)NC3=CC=CC(=C3)C#C)OCCOC.Cl. Cell line: SW-620. Synergy scores: CSS=-3.02, Synergy_ZIP=1.19, Synergy_Bliss=0.0725, Synergy_Loewe=-0.247, Synergy_HSA=-2.39. (2) Drug 1: C1CC(C1)(C(=O)O)C(=O)O.[NH2-].[NH2-].[Pt+2]. Drug 2: C1CN1C2=NC(=NC(=N2)N3CC3)N4CC4. Cell line: MCF7. Synergy scores: CSS=14.3, Synergy_ZIP=-4.45, Synergy_Bliss=1.35, Synergy_Loewe=-4.27, Synergy_HSA=0.839. (3) Drug 1: CC1C(C(=O)NC(C(=O)N2CCCC2C(=O)N(CC(=O)N(C(C(=O)O1)C(C)C)C)C)C(C)C)NC(=O)C3=C4C(=C(C=C3)C)OC5=C(C(=O)C(=C(C5=N4)C(=O)NC6C(OC(=O)C(N(C(=O)CN(C(=O)C7CCCN7C(=O)C(NC6=O)C(C)C)C)C)C(C)C)C)N)C. Drug 2: CC1=C(C(=O)C2=C(C1=O)N3CC4C(C3(C2COC(=O)N)OC)N4)N. Cell line: UO-31. Synergy scores: CSS=13.1, Synergy_ZIP=-5.77, Synergy_Bliss=-2.76, Synergy_Loewe=-4.37, Synergy_HSA=-2.77. (4) Drug 1: C1CCC(CC1)NC(=O)N(CCCl)N=O. Drug 2: CC1CCC2CC(C(=CC=CC=CC(CC(C(=O)C(C(C(=CC(C(=O)CC(OC(=O)C3CCCCN3C(=O)C(=O)C1(O2)O)C(C)CC4CCC(C(C4)OC)O)C)C)O)OC)C)C)C)OC. Cell line: HOP-62. Synergy scores: CSS=23.5, Synergy_ZIP=-9.37, Synergy_Bliss=-6.69, Synergy_Loewe=-39.7, Synergy_HSA=-5.71. (5) Drug 1: CN1C(=O)N2C=NC(=C2N=N1)C(=O)N. Drug 2: C1CNP(=O)(OC1)N(CCCl)CCCl. Cell line: MDA-MB-231. Synergy scores: CSS=6.05, Synergy_ZIP=-0.557, Synergy_Bliss=3.04, Synergy_Loewe=-2.35, Synergy_HSA=1.29. (6) Drug 1: C(=O)(N)NO. Drug 2: C#CCC(CC1=CN=C2C(=N1)C(=NC(=N2)N)N)C3=CC=C(C=C3)C(=O)NC(CCC(=O)O)C(=O)O. Cell line: SNB-75. Synergy scores: CSS=-0.0350, Synergy_ZIP=2.16, Synergy_Bliss=3.94, Synergy_Loewe=-0.291, Synergy_HSA=0.794. (7) Drug 1: CC1=C(C(CCC1)(C)C)C=CC(=CC=CC(=CC(=O)O)C)C. Drug 2: C1CN(CCN1C(=O)CCBr)C(=O)CCBr. Cell line: HCT-15. Synergy scores: CSS=12.2, Synergy_ZIP=-7.35, Synergy_Bliss=-6.52, Synergy_Loewe=-9.95, Synergy_HSA=-3.98.